Predict which catalyst facilitates the given reaction. From a dataset of Catalyst prediction with 721,799 reactions and 888 catalyst types from USPTO. (1) Reactant: [F:1][C:2]1[CH:3]=[C:4]([CH:6]=[CH:7][C:8]=1[O:9][C:10]1[CH:15]=[CH:14][N:13]=[C:12]2[CH:16]=[C:17]([I:19])[S:18][C:11]=12)[NH2:5].[F:20][C:21]1[CH:26]=[CH:25][C:24]([N:27]2[C:32](=[O:33])[C:31]([C:34](O)=[O:35])=[CH:30][CH:29]=[N:28]2)=[CH:23][CH:22]=1.Cl.C(N=C=NCCCN(C)C)C.N1(O)C2C=CC=CC=2N=N1.C(N(C(C)C)C(C)C)C. Product: [F:1][C:2]1[CH:3]=[C:4]([NH:5][C:34]([C:31]2[C:32](=[O:33])[N:27]([C:24]3[CH:25]=[CH:26][C:21]([F:20])=[CH:22][CH:23]=3)[N:28]=[CH:29][CH:30]=2)=[O:35])[CH:6]=[CH:7][C:8]=1[O:9][C:10]1[CH:15]=[CH:14][N:13]=[C:12]2[CH:16]=[C:17]([I:19])[S:18][C:11]=12. The catalyst class is: 3. (2) Reactant: [NH2:1][C:2]1[CH:3]=[C:4]([CH:8]=[C:9]([C:11]([F:14])([F:13])[F:12])[CH:10]=1)[C:5]([OH:7])=O.C1C=C[C:18]2N(O)N=[N:21][C:19]=2[CH:20]=1.CN(C(ON1N=NC2C=CC=NC1=2)=[N+](C)C)C.F[P-](F)(F)(F)(F)F.CC(N)C.CCN(C(C)C)C(C)C. Product: [NH2:1][C:2]1[CH:3]=[C:4]([CH:8]=[C:9]([C:11]([F:14])([F:13])[F:12])[CH:10]=1)[C:5]([NH:21][CH:19]([CH3:20])[CH3:18])=[O:7]. The catalyst class is: 3. (3) Reactant: [NH2:1][C:2]1[CH:3]=[C:4]2[C:9](=[N:10][CH:11]=1)[N:8]=[CH:7][C:6]([C:12]#[N:13])=[C:5]2[NH:14][C:15]1[CH:20]=[CH:19][CH:18]=[C:17]([Br:21])[CH:16]=1.Br[CH2:23][CH:24]=[CH:25][C:26](Cl)=[O:27].[CH3:29][N:30]1CCC[C:31]1=O.CNC. Product: [Br:21][C:17]1[CH:16]=[C:15]([NH:14][C:5]2[C:6]([C:12]#[N:13])=[CH:7][N:8]=[C:9]3[C:4]=2[CH:3]=[C:2]([NH:1][C:26](=[O:27])[CH:25]=[CH:24][CH2:23][N:30]([CH3:31])[CH3:29])[CH:11]=[N:10]3)[CH:20]=[CH:19][CH:18]=1. The catalyst class is: 7. (4) Reactant: [F:1][C:2]([F:7])([F:6])[CH2:3][CH2:4]I.[CH:8]1([C:11]2[CH:12]=[C:13]([CH:16]=[C:17]([OH:20])[C:18]=2[I:19])[CH:14]=[O:15])[CH2:10][CH2:9]1.C(=O)([O-])[O-].[K+].[K+].CN(C=O)C. Product: [CH:8]1([C:11]2[CH:12]=[C:13]([CH:16]=[C:17]([O:20][CH2:4][CH2:3][C:2]([F:7])([F:6])[F:1])[C:18]=2[I:19])[CH:14]=[O:15])[CH2:9][CH2:10]1. The catalyst class is: 84. (5) Reactant: [Cl:1][C:2]1[C:7]([N:8]=[C:9]=[S:10])=[CH:6][CH:5]=[C:4]([CH3:11])[N:3]=1.[F:12][C:13]1[CH:26]=[CH:25][CH:24]=[C:23]([F:27])[C:14]=1[O:15][C:16]1[CH:21]=[CH:20][N:19]=[C:18]([NH2:22])[CH:17]=1. Product: [ClH:1].[F:12][C:13]1[CH:26]=[CH:25][CH:24]=[C:23]([F:27])[C:14]=1[O:15][C:16]1[CH:21]=[CH:20][N:19]=[C:18]([NH:22][C:9]2[S:10][C:2]3[C:7]([N:8]=2)=[CH:6][CH:5]=[C:4]([CH3:11])[N:3]=3)[CH:17]=1. The catalyst class is: 3.